This data is from Forward reaction prediction with 1.9M reactions from USPTO patents (1976-2016). The task is: Predict the product of the given reaction. (1) Given the reactants [CH2:1]([N:3]([CH:24]1[CH2:29][CH2:28][O:27][CH2:26][CH2:25]1)[C:4]1[C:5]([CH3:23])=[C:6]([CH:11]=[C:12](B2OC(C)(C)C(C)(C)O2)[CH:13]=1)[C:7]([O:9][CH3:10])=[O:8])[CH3:2].Br[C:31]1[CH:36]=[CH:35][C:34]([CH2:37][N:38]2[CH2:43][CH2:42][CH:41]([OH:44])[CH2:40][CH2:39]2)=[C:33]([F:45])[CH:32]=1.C(=O)([O-])[O-].[Na+].[Na+], predict the reaction product. The product is: [CH2:1]([N:3]([CH:24]1[CH2:29][CH2:28][O:27][CH2:26][CH2:25]1)[C:4]1[C:5]([CH3:23])=[C:6]([CH:11]=[C:12]([C:31]2[CH:36]=[CH:35][C:34]([CH2:37][N:38]3[CH2:43][CH2:42][CH:41]([OH:44])[CH2:40][CH2:39]3)=[C:33]([F:45])[CH:32]=2)[CH:13]=1)[C:7]([O:9][CH3:10])=[O:8])[CH3:2]. (2) Given the reactants [NH2:1][C:2]1[O:6][N:5]=[C:4]([CH3:7])[C:3]=1[Br:8].[Cl:9][C:10]1[C:15]([Cl:16])=[C:14]([Cl:17])[CH:13]=[CH:12][C:11]=1[S:18](Cl)(=[O:20])=[O:19], predict the reaction product. The product is: [Cl:9][C:10]1[C:15]([Cl:16])=[C:14]([Cl:17])[CH:13]=[CH:12][C:11]=1[S:18]([NH:1][C:2]1[O:6][N:5]=[C:4]([CH3:7])[C:3]=1[Br:8])(=[O:20])=[O:19].